Dataset: Catalyst prediction with 721,799 reactions and 888 catalyst types from USPTO. Task: Predict which catalyst facilitates the given reaction. Reactant: Br[C:2]1[N:3]=[CH:4][C:5]([N:8]2[C:12]3[CH:13]=[CH:14][C:15]([O:17][CH3:18])=[CH:16][C:11]=3[N:10]=[C:9]2[C:19]([F:22])([F:21])[F:20])=[N:6][CH:7]=1.[CH3:23][C:24]1[CH:31]=[CH:30][CH:29]=[CH:28][C:25]=1[CH2:26][NH2:27].N1CCC[C@H]1C(O)=O.CCOC(C)=O. Product: [CH3:18][O:17][C:15]1[CH:14]=[CH:13][C:12]2[N:8]([C:5]3[N:6]=[CH:7][C:2]([NH:27][CH2:26][C:25]4[CH:28]=[CH:29][CH:30]=[CH:31][C:24]=4[CH3:23])=[N:3][CH:4]=3)[C:9]([C:19]([F:22])([F:21])[F:20])=[N:10][C:11]=2[CH:16]=1. The catalyst class is: 156.